Dataset: Full USPTO retrosynthesis dataset with 1.9M reactions from patents (1976-2016). Task: Predict the reactants needed to synthesize the given product. Given the product [C:1]([C:3]1[CH:4]=[CH:5][C:6]([NH:9][C:10](=[O:17])[CH2:11][CH2:12][CH2:13][C:14]([NH:33][C:29]2[CH:30]=[CH:31][C:32]3[N:20]([CH2:18][CH3:19])[C:21]4[C:26]([C:27]=3[CH:28]=2)=[CH:25][CH:24]=[CH:23][CH:22]=4)=[O:16])=[CH:7][CH:8]=1)#[N:2], predict the reactants needed to synthesize it. The reactants are: [C:1]([C:3]1[CH:8]=[CH:7][C:6]([NH:9][C:10](=[O:17])[CH2:11][CH2:12][CH2:13][C:14]([OH:16])=O)=[CH:5][CH:4]=1)#[N:2].[CH2:18]([N:20]1[C:32]2[CH:31]=[CH:30][C:29]([NH2:33])=[CH:28][C:27]=2[C:26]2[C:21]1=[CH:22][CH:23]=[CH:24][CH:25]=2)[CH3:19].CCN(C(C)C)C(C)C.CN(C(ON1N=NC2C=CC=NC1=2)=[N+](C)C)C.F[P-](F)(F)(F)(F)F.